The task is: Predict the reaction yield, written as a fraction of the theoretical maximum amount of product (1.0 means a 100% yield; for example, 0.34 means a 34% yield).. This data is from Reaction yield outcomes from USPTO patents with 853,638 reactions. (1) The reactants are [Br:1][C:2]1[N:3]=[CH:4][C:5](=[O:9])[N:6]([CH3:8])[CH:7]=1.C1(C)C=CC(S([CH2:19][N+:20]#[C-:21])(=O)=O)=CC=1.[H-].[Na+]. The catalyst is C1COCC1. The product is [Br:1][C:2]1[N:3]2[CH:19]=[N:20][CH:21]=[C:4]2[C:5](=[O:9])[N:6]([CH3:8])[CH:7]=1. The yield is 0.500. (2) The reactants are [CH3:1][O:2][CH2:3][C:4]#[C:5][C:6]1[CH:11]=[CH:10][CH:9]=[CH:8][C:7]=1[C:12](=[O:20])[CH2:13][C:14]1[CH:19]=[CH:18][CH:17]=[CH:16][CH:15]=1.C[Si]([N-][Si](C)(C)C)(C)C.[K+]. The catalyst is C1(C)C=CC=CC=1. The product is [CH3:1][O:2][CH2:3][C:4]1[C:13]([C:14]2[CH:15]=[CH:16][CH:17]=[CH:18][CH:19]=2)=[C:12]([OH:20])[C:7]2[C:6]([CH:5]=1)=[CH:11][CH:10]=[CH:9][CH:8]=2. The yield is 0.220. (3) The reactants are [F:1][C:2]1[CH:32]=[CH:31][CH:30]=[C:29]([NH:33][C:34](=[O:55])[C@@H:35]([NH:50][C:51]([O:53][CH3:54])=[O:52])[C@@H:36]([C:43]2[CH:48]=[CH:47][C:46]([F:49])=[CH:45][CH:44]=2)[CH:37]2[CH2:42][CH2:41][O:40][CH2:39][CH2:38]2)[C:3]=1[CH2:4][CH2:5][C@@H:6]1[N:11]([S:12]([C:15]2[CH:20]=[CH:19][CH:18]=[CH:17][CH:16]=2)(=[O:14])=[O:13])[C@@H:10]([CH3:21])[CH2:9][N:8](C(OC(C)(C)C)=O)[CH2:7]1.FC(F)(F)C(O)=O. The catalyst is ClCCl. The product is [F:1][C:2]1[C:3]([CH2:4][CH2:5][C@H:6]2[CH2:7][NH:8][CH2:9][C@H:10]([CH3:21])[N:11]2[S:12]([C:15]2[CH:16]=[CH:17][CH:18]=[CH:19][CH:20]=2)(=[O:14])=[O:13])=[C:29]([NH:33][C:34](=[O:55])[C@@H:35]([NH:50][C:51](=[O:52])[O:53][CH3:54])[C@@H:36]([C:43]2[CH:44]=[CH:45][C:46]([F:49])=[CH:47][CH:48]=2)[CH:37]2[CH2:42][CH2:41][O:40][CH2:39][CH2:38]2)[CH:30]=[CH:31][CH:32]=1. The yield is 0.930.